From a dataset of Full USPTO retrosynthesis dataset with 1.9M reactions from patents (1976-2016). Predict the reactants needed to synthesize the given product. (1) Given the product [F:19][CH2:18][CH2:17][N:14]1[CH2:15][CH2:16][N:11]([CH:9]2[CH2:10][CH2:5][NH:6][CH2:7][CH2:8]2)[CH2:12][CH2:13]1, predict the reactants needed to synthesize it. The reactants are: CC([CH:5]1[CH2:10][CH:9]([N:11]2[CH2:16][CH2:15][N:14]([CH2:17][CH2:18][F:19])[CH2:13][CH2:12]2)[CH2:8][CH2:7][N:6]1C([O-])=O)(C)C. (2) Given the product [NH2:16][CH2:15][C:7]1[N:8]=[C:9]2[CH:14]=[CH:13][CH:12]=[CH:11][N:10]2[C:6]=1[CH2:5][N:27]([CH2:31][CH2:32][CH2:33][NH:34][C:35]([O:37][C:38]([CH3:40])([CH3:39])[CH3:41])=[O:36])[C:28](=[O:30])[O:29][C:38]([CH3:41])([CH3:40])[CH3:39], predict the reactants needed to synthesize it. The reactants are: CC([CH:5]([N:27]([CH2:31][CH2:32][CH2:33][NH:34][C:35]([O:37][C:38]([CH3:41])([CH3:40])[CH3:39])=[O:36])[C:28](=[O:30])[O-:29])[C:6]1[N:10]2[CH:11]=[CH:12][CH:13]=[CH:14][C:9]2=[N:8][C:7]=1[CH2:15][N:16]1C(=O)C2C(=CC=CC=2)C1=O)(C)C.NN. (3) Given the product [Cl:1][C:2]1[CH:3]=[C:4]([CH:25]=[CH:26][C:27]=1[Cl:28])[CH2:5][N:6]1[C:15](=[O:16])[C:14]2[C:9](=[CH:10][CH:11]=[C:12]([NH:17][C:18](=[O:24])[CH2:19][OH:20])[CH:13]=2)[N:8]=[CH:7]1, predict the reactants needed to synthesize it. The reactants are: [Cl:1][C:2]1[CH:3]=[C:4]([CH:25]=[CH:26][C:27]=1[Cl:28])[CH2:5][N:6]1[C:15](=[O:16])[C:14]2[C:9](=[CH:10][CH:11]=[C:12]([NH:17][C:18](=[O:24])[CH2:19][O:20]C(=O)C)[CH:13]=2)[N:8]=[CH:7]1.[Li+].[OH-]. (4) Given the product [CH2:1]([C:3]1[C:8]([OH:9])=[CH:7][CH:6]=[CH:5][N:4]=1)[CH3:2], predict the reactants needed to synthesize it. The reactants are: [C:1]([C:3]1[C:8]([OH:9])=[CH:7][CH:6]=[CH:5][N:4]=1)#[CH:2]. (5) Given the product [Cl:1][C:2]1[C:3]2[N:4]([C:8]([C@H:11]3[CH2:12][CH2:13][C@H:14]([CH2:17][OH:18])[CH2:15][CH2:16]3)=[N:9][C:10]=2[I:19])[CH:5]=[CH:6][N:7]=1, predict the reactants needed to synthesize it. The reactants are: [Cl:1][C:2]1[C:3]2[N:4]([C:8]([C@H:11]3[CH2:16][CH2:15][C@H:14]([CH2:17][OH:18])[CH2:13][CH2:12]3)=[N:9][CH:10]=2)[CH:5]=[CH:6][N:7]=1.[I:19]N1C(=O)CCC1=O. (6) Given the product [CH3:13][C:14]1[CH:15]=[C:16]([C:2]2[CH:3]=[CH:4][CH:5]=[C:6]3[C:10]=2[C:9](=[O:11])[CH:8]([CH3:12])[CH2:7]3)[CH:17]=[C:18]([CH3:20])[CH:19]=1, predict the reactants needed to synthesize it. The reactants are: Cl[C:2]1[CH:3]=[CH:4][CH:5]=[C:6]2[C:10]=1[C:9](=[O:11])[CH:8]([CH3:12])[CH2:7]2.[CH3:13][C:14]1[CH:15]=[C:16](B(O)O)[CH:17]=[C:18]([CH3:20])[CH:19]=1.C(=O)([O-])[O-].[Na+].[Na+].C1(P(C2C=CC=CC=2)C2C=CC=CC=2)C=CC=CC=1. (7) Given the product [CH3:2][O:3][C:4](=[O:13])[CH:5]([N:12]=[CH:21][C:22]1[CH:27]=[CH:26][CH:25]=[CH:24][CH:23]=1)[C:6]1[CH:7]=[CH:8][CH:9]=[CH:10][CH:11]=1, predict the reactants needed to synthesize it. The reactants are: Cl.[CH3:2][O:3][C:4](=[O:13])[CH:5]([NH2:12])[C:6]1[CH:11]=[CH:10][CH:9]=[CH:8][CH:7]=1.C(N(CC)CC)C.[CH:21](=O)[C:22]1[CH:27]=[CH:26][CH:25]=[CH:24][CH:23]=1.[O-]S([O-])(=O)=O.[Mg+2]. (8) Given the product [N:1]1([C@@H:6]2[CH2:10][CH2:9][N:8]([C:11]3[CH:16]=[CH:15][C:14]([N:17]4[CH:26]=[CH:25][C:24]5[C:19](=[CH:20][CH:21]=[C:22]([O:27][CH2:31][CH:32]6[CH2:37][CH2:36][O:35][CH2:34][CH2:33]6)[CH:23]=5)[C:18]4=[O:28])=[CH:13][C:12]=3[F:29])[CH2:7]2)[CH2:2][CH2:3][CH2:4][CH2:5]1, predict the reactants needed to synthesize it. The reactants are: [N:1]1([C@@H:6]2[CH2:10][CH2:9][N:8]([C:11]3[CH:16]=[CH:15][C:14]([N:17]4[CH:26]=[CH:25][C:24]5[C:19](=[CH:20][CH:21]=[C:22]([OH:27])[CH:23]=5)[C:18]4=[O:28])=[CH:13][C:12]=3[F:29])[CH2:7]2)[CH2:5][CH2:4][CH2:3][CH2:2]1.Br[CH2:31][CH:32]1[CH2:37][CH2:36][O:35][CH2:34][CH2:33]1. (9) The reactants are: N1([C:6](N2C=CN=C2)=[O:7])C=CN=C1.[CH:13]1([CH2:18][OH:19])[CH2:17][CH2:16][CH2:15][CH2:14]1.[CH3:20][S:21]([C:24]1[CH:29]=[CH:28][C:27]([N:30]2[C:34]3=[N:35][CH:36]=[N:37][C:38]([O:39][CH:40]4[CH2:45][CH2:44][NH:43][CH2:42][CH2:41]4)=[C:33]3[CH:32]=[N:31]2)=[CH:26][CH:25]=1)(=[O:23])=[O:22].C(N(CC)CC)C. Given the product [CH:13]1([CH2:18][O:19][C:6]([N:43]2[CH2:44][CH2:45][CH:40]([O:39][C:38]3[N:37]=[CH:36][N:35]=[C:34]4[N:30]([C:27]5[CH:28]=[CH:29][C:24]([S:21]([CH3:20])(=[O:22])=[O:23])=[CH:25][CH:26]=5)[N:31]=[CH:32][C:33]=34)[CH2:41][CH2:42]2)=[O:7])[CH2:17][CH2:16][CH2:15][CH2:14]1, predict the reactants needed to synthesize it. (10) Given the product [CH3:1][C:2]1[CH:6]=[C:5]([NH:7][C:13]2[CH:14]=[C:9]([Cl:8])[N:10]=[C:11]([S:16][C:17]3[CH:22]=[CH:21][C:20]([NH:23][C:24]([CH:26]4[CH2:27][CH2:28][CH2:29][CH2:30]4)=[O:25])=[CH:19][CH:18]=3)[N:12]=2)[NH:4][N:3]=1, predict the reactants needed to synthesize it. The reactants are: [CH3:1][C:2]1[CH:6]=[C:5]([NH2:7])[NH:4][N:3]=1.[Cl:8][C:9]1[CH:14]=[C:13](Cl)[N:12]=[C:11]([S:16][C:17]2[CH:22]=[CH:21][C:20]([NH:23][C:24]([CH:26]3[CH2:30][CH2:29][CH2:28][CH2:27]3)=[O:25])=[CH:19][CH:18]=2)[N:10]=1.C(N(C(C)C)CC)(C)C.CCOC(C)=O.